Dataset: Full USPTO retrosynthesis dataset with 1.9M reactions from patents (1976-2016). Task: Predict the reactants needed to synthesize the given product. (1) Given the product [C:1]1([C:11]2[CH:12]=[CH:13][CH:14]=[CH:15][CH:16]=2)[CH:2]=[CH:3][C:4]([CH2:7][CH2:8][CH:9]=[O:10])=[CH:5][CH:6]=1, predict the reactants needed to synthesize it. The reactants are: [C:1]1([C:11]2[CH:16]=[CH:15][CH:14]=[CH:13][CH:12]=2)[CH:6]=[CH:5][C:4]([CH2:7][CH2:8][CH2:9][OH:10])=[CH:3][CH:2]=1.CC(OI1(OC(C)=O)(OC(C)=O)OC(=O)C2C=CC=CC1=2)=O.C(OCC)C. (2) Given the product [F:1][C:2]1[CH:3]=[C:4]([N:9]2[C:16](=[S:17])[N:15]([C:18]3[CH:19]=[C:20]([C:26]([F:29])([F:27])[F:28])[C:21]([C:24]#[N:25])=[N:22][CH:23]=3)[C:14](=[O:30])[C:10]32[CH2:11][CH2:12][CH2:13]3)[CH:5]=[CH:6][C:7]=1[O:8][CH2:37][CH2:36][N:31]1[CH2:35][CH2:34][CH2:33][CH2:32]1, predict the reactants needed to synthesize it. The reactants are: [F:1][C:2]1[CH:3]=[C:4]([N:9]2[C:16](=[S:17])[N:15]([C:18]3[CH:19]=[C:20]([C:26]([F:29])([F:28])[F:27])[C:21]([C:24]#[N:25])=[N:22][CH:23]=3)[C:14](=[O:30])[C:10]32[CH2:13][CH2:12][CH2:11]3)[CH:5]=[CH:6][C:7]=1[OH:8].[N:31]1([CH2:36][CH2:37]O)[CH2:35][CH2:34][CH2:33][CH2:32]1.C1(P(C2C=CC=CC=2)C2C=CC=CC=2)C=CC=CC=1.N(C(OC(C)C)=O)=NC(OC(C)C)=O.